From a dataset of Catalyst prediction with 721,799 reactions and 888 catalyst types from USPTO. Predict which catalyst facilitates the given reaction. (1) Reactant: [CH2:1]([CH:9]([C:15]([O:17][CH2:18][CH3:19])=[O:16])[C:10]([O:12][CH2:13][CH3:14])=[O:11])[CH2:2][C:3]1[CH:8]=[CH:7][CH:6]=[CH:5][CH:4]=1.[H-].[Na+].[CH2:22](Br)[C:23]1[CH:28]=[CH:27][CH:26]=[CH:25][CH:24]=1. Product: [CH2:22]([C:9]([CH2:1][CH2:2][C:3]1[CH:8]=[CH:7][CH:6]=[CH:5][CH:4]=1)([C:15]([O:17][CH2:18][CH3:19])=[O:16])[C:10]([O:12][CH2:13][CH3:14])=[O:11])[C:23]1[CH:28]=[CH:27][CH:26]=[CH:25][CH:24]=1. The catalyst class is: 1. (2) Reactant: C1C=C(Cl)C=C(C(OO)=[O:9])C=1.[F:12][CH2:13][CH:14]([CH2:18][F:19])[CH2:15][CH:16]=[CH2:17]. Product: [F:12][CH2:13][CH:14]([CH2:18][F:19])[CH2:15][CH:16]1[CH2:17][O:9]1. The catalyst class is: 2.